The task is: Regression. Given a peptide amino acid sequence and an MHC pseudo amino acid sequence, predict their binding affinity value. This is MHC class I binding data.. This data is from Peptide-MHC class I binding affinity with 185,985 pairs from IEDB/IMGT. (1) The peptide sequence is RYPKTFGWL. The MHC is Mamu-B03 with pseudo-sequence Mamu-B03. The binding affinity (normalized) is 0.382. (2) The peptide sequence is EMKYALINLV. The MHC is HLA-A02:03 with pseudo-sequence HLA-A02:03. The binding affinity (normalized) is 0.478. (3) The peptide sequence is FNRDKTEA. The MHC is H-2-Kb with pseudo-sequence H-2-Kb. The binding affinity (normalized) is 0. (4) The peptide sequence is YFWQKKKQR. The MHC is HLA-A33:01 with pseudo-sequence HLA-A33:01. The binding affinity (normalized) is 0.576. (5) The peptide sequence is RPPYSSYGY. The MHC is HLA-A68:02 with pseudo-sequence HLA-A68:02. The binding affinity (normalized) is 0.0847. (6) The peptide sequence is EPLSPDTCLL. The MHC is HLA-B54:01 with pseudo-sequence HLA-B54:01. The binding affinity (normalized) is 0. (7) The peptide sequence is EAQERISAL. The MHC is HLA-B08:01 with pseudo-sequence HLA-B08:01. The binding affinity (normalized) is 0.436. (8) The peptide sequence is DKLSSTNQL. The MHC is HLA-A24:02 with pseudo-sequence HLA-A24:02. The binding affinity (normalized) is 0.104. (9) The peptide sequence is KPESRPFDL. The MHC is HLA-B53:01 with pseudo-sequence HLA-B53:01. The binding affinity (normalized) is 0.193.